From a dataset of CYP1A2 inhibition data for predicting drug metabolism from PubChem BioAssay. Regression/Classification. Given a drug SMILES string, predict its absorption, distribution, metabolism, or excretion properties. Task type varies by dataset: regression for continuous measurements (e.g., permeability, clearance, half-life) or binary classification for categorical outcomes (e.g., BBB penetration, CYP inhibition). Dataset: cyp1a2_veith. (1) The drug is Oc1c(Cl)cc(CN(Cc2cc(Cl)c(O)c(Cl)c2)C2CCCCC2)cc1Cl. The result is 0 (non-inhibitor). (2) The molecule is N[C@@H](C(=O)O)c1ccc(C(=O)O)cc1. The result is 0 (non-inhibitor).